This data is from Clinical trial toxicity outcomes and FDA approval status for drugs. The task is: Regression/Classification. Given a drug SMILES string, predict its toxicity properties. Task type varies by dataset: regression for continuous values (e.g., LD50, hERG inhibition percentage) or binary classification for toxic/non-toxic outcomes (e.g., AMES mutagenicity, cardiotoxicity, hepatotoxicity). Dataset: clintox. (1) The compound is O=C(C1CCCCC1)N1CC(=O)N2CCc3ccccc3C2C1. The result is 0 (passed clinical trial). (2) The compound is CC1(C)O[C@@H]2C[C@H]3[C@@H]4C[C@H](F)C5=CC(=O)C=C[C@]5(C)[C@@]4(F)[C@@H](O)C[C@]3(C)[C@]2(C(=O)CO)O1. The result is 0 (passed clinical trial). (3) The molecule is Cc1cc2c(s1)Nc1ccccc1[NH+]=C2N1CC[NH+](C)CC1. The result is 0 (passed clinical trial). (4) The drug is COC[C@@H](NC(C)=O)C(=O)NCc1ccccc1. The result is 0 (passed clinical trial). (5) The drug is C[NH+]1C[C@@H]2c3ccccc3Oc3ccc(Cl)cc3[C@H]2C1. The result is 0 (passed clinical trial). (6) The molecule is C[C@]12C[C@H](O)[C@H]3[C@@H](CCC4=CC(=O)CC[C@@]43C)[C@@H]1CC[C@]2(O)C(=O)COP(=O)([O-])[O-]. The result is 0 (passed clinical trial). (7) The drug is CC[C@H]1OC(=O)[C@H](C)[C@@H](O[C@H]2C[C@@](C)(OC)[C@@H](O)[C@H](C)O2)[C@H](C)[C@@H](O[C@@H]2O[C@H](C)C[C@H]([NH+](C)C)[C@H]2O)[C@](C)(OC)C[C@@H](C)C(=O)[C@H](C)[C@@H](O)[C@]1(C)O. The result is 0 (passed clinical trial).